This data is from Full USPTO retrosynthesis dataset with 1.9M reactions from patents (1976-2016). The task is: Predict the reactants needed to synthesize the given product. (1) Given the product [CH3:4][O:5][C:6]1[CH:11]=[CH:10][C:9]([NH:12][C:1]#[N:2])=[CH:8][CH:7]=1, predict the reactants needed to synthesize it. The reactants are: [C:1](Br)#[N:2].[CH3:4][O:5][C:6]1[CH:11]=[CH:10][C:9]([NH2:12])=[CH:8][CH:7]=1. (2) Given the product [CH2:1]([O:8][C:9]1[CH:14]=[CH:13][C:12]([N:15]([CH3:30])[C:16]2[CH:21]=[CH:20][C:19]([CH:22]([CH3:29])[CH2:23][C:31]#[N:32])=[CH:18][CH:17]=2)=[CH:11][CH:10]=1)[C:2]1[CH:7]=[CH:6][CH:5]=[CH:4][CH:3]=1, predict the reactants needed to synthesize it. The reactants are: [CH2:1]([O:8][C:9]1[CH:14]=[CH:13][C:12]([N:15]([CH3:30])[C:16]2[CH:21]=[CH:20][C:19]([CH:22]([CH3:29])[CH2:23]OS(C)(=O)=O)=[CH:18][CH:17]=2)=[CH:11][CH:10]=1)[C:2]1[CH:7]=[CH:6][CH:5]=[CH:4][CH:3]=1.[C-:31]#[N:32].[K+].C1OCCOCCOCCOCCOCCOC1.